This data is from Reaction yield outcomes from USPTO patents with 853,638 reactions. The task is: Predict the reaction yield, written as a fraction of the theoretical maximum amount of product (1.0 means a 100% yield; for example, 0.34 means a 34% yield). The reactants are [CH2:1]([C@H:8]1[NH:19][C:18](=[O:20])[CH2:17][CH2:16][CH:15]=[CH:14][CH2:13][C@@H:12]([CH2:21][C:22]([O:24]C(C)(C)C)=O)[C:11](=[O:29])[O:10][CH2:9]1)[C:2]1[CH:7]=[CH:6][CH:5]=[CH:4][CH:3]=1.FC(F)(F)C(O)=O.C([C@H]1NC(=O)CCC=CC[C@@H](CC(O)=O)C(=O)OC1)C1C=CC=CC=1.[Cl:62][C:63]1[CH:68]=[CH:67][C:66]([CH2:69][NH2:70])=[CH:65][CH:64]=1. The catalyst is C(Cl)Cl.CO.C(Cl)Cl. The product is [CH2:1]([C@H:8]1[NH:19][C:18](=[O:20])[CH2:17][CH2:16][CH:15]=[CH:14][CH2:13][C@@H:12]([CH2:21][C:22]([NH:70][CH2:69][C:66]2[CH:67]=[CH:68][C:63]([Cl:62])=[CH:64][CH:65]=2)=[O:24])[C:11](=[O:29])[O:10][CH2:9]1)[C:2]1[CH:3]=[CH:4][CH:5]=[CH:6][CH:7]=1. The yield is 0.790.